This data is from Forward reaction prediction with 1.9M reactions from USPTO patents (1976-2016). The task is: Predict the product of the given reaction. Given the reactants [C:1]([CH2:4][CH2:5][C@H:6]([NH:10][C:11]([C:13]1[N:17]2[C@@:18]([CH2:31][C:32]3[CH:37]=[CH:36][C:35]([C:38]#[N:39])=[CH:34][CH:33]=3)([CH3:30])[C:19](=[O:29])[N:20]([C:21]3[CH:26]=[C:25]([Cl:27])[CH:24]=[C:23]([Cl:28])[CH:22]=3)[C:16]2=[N:15][CH:14]=1)=[O:12])[C:7](O)=[O:8])(=[O:3])[NH2:2].Cl.CN(C)CCCN=C=NCC.N1(O)C2C=CC=CC=2N=N1.C(N(CC)CC)C.[NH:69]1[CH2:74][CH2:73][CH2:72][CH:71]([C:75]([NH2:77])=[O:76])[CH2:70]1, predict the reaction product. The product is: [NH2:2][C:1](=[O:3])[CH2:4][CH2:5][C@H:6]([NH:10][C:11]([C:13]1[N:17]2[C@@:18]([CH2:31][C:32]3[CH:33]=[CH:34][C:35]([C:38]#[N:39])=[CH:36][CH:37]=3)([CH3:30])[C:19](=[O:29])[N:20]([C:21]3[CH:22]=[C:23]([Cl:28])[CH:24]=[C:25]([Cl:27])[CH:26]=3)[C:16]2=[N:15][CH:14]=1)=[O:12])[C:7]([N:69]1[CH2:74][CH2:73][CH2:72][CH:71]([C:75](=[O:76])[NH2:77])[CH2:70]1)=[O:8].